Dataset: Forward reaction prediction with 1.9M reactions from USPTO patents (1976-2016). Task: Predict the product of the given reaction. (1) Given the reactants [CH3:1][C:2]1[N:7]=[C:6]([C:8]2[CH:13]=[CH:12][CH:11]=[C:10]([C:14]3[CH:15]=[C:16]([S:20](Cl)(=[O:22])=[O:21])[CH:17]=[CH:18][CH:19]=3)[N:9]=2)[CH:5]=[C:4]([C:24]2[CH:29]=[CH:28][C:27]([C:30]([F:33])([F:32])[F:31])=[CH:26][CH:25]=2)[CH:3]=1.[CH3:34][O:35][CH2:36][CH2:37][O:38][CH2:39][CH2:40][NH2:41], predict the reaction product. The product is: [CH3:34][O:35][CH2:36][CH2:37][O:38][CH2:39][CH2:40][NH:41][S:20]([C:16]1[CH:17]=[CH:18][CH:19]=[C:14]([C:10]2[N:9]=[C:8]([C:6]3[CH:5]=[C:4]([C:24]4[CH:29]=[CH:28][C:27]([C:30]([F:32])([F:33])[F:31])=[CH:26][CH:25]=4)[CH:3]=[C:2]([CH3:1])[N:7]=3)[CH:13]=[CH:12][CH:11]=2)[CH:15]=1)(=[O:21])=[O:22]. (2) Given the reactants C(=O)([O-])[O-].[Ca+2].[C:6](Cl)(Cl)=[S:7].[Cl:10][C:11]1[CH:12]=[C:13]([CH:15]=[CH:16][C:17]=1[N+:18]([O-:20])=[O:19])[NH2:14].Cl, predict the reaction product. The product is: [Cl:10][C:11]1[CH:12]=[C:13]([N:14]=[C:6]=[S:7])[CH:15]=[CH:16][C:17]=1[N+:18]([O-:20])=[O:19]. (3) Given the reactants [F:1][C:2]1[C:3](Br)=[N:4][C:5]([Br:10])=[C:6]([F:9])[C:7]=1[Br:8].[F:12][C:13]1[CH:18]=[CH:17][C:16]([N+:19]([O-:21])=[O:20])=[CH:15][C:14]=1B1OC(C)(C)C(C)(C)O1.C(=O)([O-])[O-].[Na+].[Na+], predict the reaction product. The product is: [Br:10][C:5]1[C:6]([F:9])=[C:7]([Br:8])[C:2]([F:1])=[C:3]([C:14]2[CH:15]=[C:16]([N+:19]([O-:21])=[O:20])[CH:17]=[CH:18][C:13]=2[F:12])[N:4]=1. (4) Given the reactants [NH:1]1[CH2:6][CH2:5][O:4][CH2:3][CH2:2]1.[NH2:7][C:8]1[N:13]=[C:12]([NH:14][CH2:15][CH2:16][NH:17][C:18]2[N:23]=[C:22]([C:24]3[CH:29]=[CH:28][C:27]([Cl:30])=[CH:26][C:25]=3[Cl:31])[C:21]([N:32]3[C:36](=[O:37])[CH:35]=[CH:34][C:33]3=[O:38])=[CH:20][N:19]=2)[CH:11]=[CH:10][C:9]=1[N+:39]([O-:41])=[O:40], predict the reaction product. The product is: [NH2:7][C:8]1[N:13]=[C:12]([NH:14][CH2:15][CH2:16][NH:17][C:18]2[N:23]=[C:22]([C:24]3[CH:29]=[CH:28][C:27]([Cl:30])=[CH:26][C:25]=3[Cl:31])[C:21]([N:32]3[C:36](=[O:37])[CH2:35][CH:34]([N:1]4[CH2:6][CH2:5][O:4][CH2:3][CH2:2]4)[C:33]3=[O:38])=[CH:20][N:19]=2)[CH:11]=[CH:10][C:9]=1[N+:39]([O-:41])=[O:40].